Dataset: Reaction yield outcomes from USPTO patents with 853,638 reactions. Task: Predict the reaction yield, written as a fraction of the theoretical maximum amount of product (1.0 means a 100% yield; for example, 0.34 means a 34% yield). (1) The product is [CH3:11][O:13][C:14]([C:15]1[C:20]([NH:21][C:22]2[CH:27]=[CH:26][C:25]([Br:28])=[CH:24][C:23]=2[Cl:29])=[C:19]([Cl:30])[C:18]2[N:17]([C:8]([CH2:7][C:1]3[CH:2]=[CH:3][CH:4]=[CH:5][CH:6]=3)=[N:32][N:31]=2)[CH:16]=1)=[O:33]. The reactants are [C:1]1([CH2:7][C:8](Cl)=O)[CH:6]=[CH:5][CH:4]=[CH:3][CH:2]=1.[CH2:11]([O:13][C:14](=[O:33])[C:15]1[C:20]([NH:21][C:22]2[CH:27]=[CH:26][C:25]([Br:28])=[CH:24][C:23]=2[Cl:29])=[C:19]([Cl:30])[C:18]([NH:31][NH2:32])=[N:17][CH:16]=1)C.C(N(CC)CC)C.O=P(Cl)(Cl)Cl. The catalyst is C(Cl)Cl.C(Cl)CCl. The yield is 0.300. (2) The reactants are C(OC([N:8]1[C@@H:12]([CH2:13][CH2:14][C:15]2[CH:20]=[CH:19][C:18]([NH:21][C:22](=[O:30])[C:23]3[CH:28]=[CH:27][C:26]([Cl:29])=[CH:25][CH:24]=3)=[CH:17][CH:16]=2)[CH2:11][O:10]C1(C)C)=O)(C)(C)C.O.FC(F)(F)C(O)=O.[OH-].[Na+]. The catalyst is C(#N)C. The product is [NH2:8][C@H:12]([CH2:11][OH:10])[CH2:13][CH2:14][C:15]1[CH:16]=[CH:17][C:18]([NH:21][C:22](=[O:30])[C:23]2[CH:28]=[CH:27][C:26]([Cl:29])=[CH:25][CH:24]=2)=[CH:19][CH:20]=1. The yield is 0.840.